Dataset: NCI-60 drug combinations with 297,098 pairs across 59 cell lines. Task: Regression. Given two drug SMILES strings and cell line genomic features, predict the synergy score measuring deviation from expected non-interaction effect. (1) Drug 1: CNC(=O)C1=CC=CC=C1SC2=CC3=C(C=C2)C(=NN3)C=CC4=CC=CC=N4. Drug 2: C1=NC2=C(N1)C(=S)N=C(N2)N. Cell line: ACHN. Synergy scores: CSS=53.2, Synergy_ZIP=-1.98, Synergy_Bliss=-0.828, Synergy_Loewe=-0.952, Synergy_HSA=0.585. (2) Drug 1: C1CCC(C1)C(CC#N)N2C=C(C=N2)C3=C4C=CNC4=NC=N3. Drug 2: C1CCC(C(C1)N)N.C(=O)(C(=O)[O-])[O-].[Pt+4]. Cell line: A498. Synergy scores: CSS=12.8, Synergy_ZIP=-2.82, Synergy_Bliss=5.16, Synergy_Loewe=-3.55, Synergy_HSA=4.49. (3) Drug 1: C1=CC(=CC=C1CCCC(=O)O)N(CCCl)CCCl. Drug 2: C1=NC2=C(N=C(N=C2N1C3C(C(C(O3)CO)O)O)F)N. Cell line: SK-OV-3. Synergy scores: CSS=6.01, Synergy_ZIP=-6.09, Synergy_Bliss=-9.86, Synergy_Loewe=-10.6, Synergy_HSA=-10.3.